The task is: Regression. Given two drug SMILES strings and cell line genomic features, predict the synergy score measuring deviation from expected non-interaction effect.. This data is from NCI-60 drug combinations with 297,098 pairs across 59 cell lines. (1) Drug 1: CCC1(CC2CC(C3=C(CCN(C2)C1)C4=CC=CC=C4N3)(C5=C(C=C6C(=C5)C78CCN9C7C(C=CC9)(C(C(C8N6C=O)(C(=O)OC)O)OC(=O)C)CC)OC)C(=O)OC)O.OS(=O)(=O)O. Drug 2: COC1=C2C(=CC3=C1OC=C3)C=CC(=O)O2. Cell line: MDA-MB-231. Synergy scores: CSS=-4.74, Synergy_ZIP=-3.45, Synergy_Bliss=-4.03, Synergy_Loewe=-26.0, Synergy_HSA=-7.90. (2) Drug 1: CC12CCC3C(C1CCC2NC(=O)OCC(F)(F)F)CCC4C3(C=CC(=O)N4C)C. Drug 2: CN1C(=O)N2C=NC(=C2N=N1)C(=O)N. Cell line: HT29. Synergy scores: CSS=7.77, Synergy_ZIP=2.14, Synergy_Bliss=3.49, Synergy_Loewe=-22.0, Synergy_HSA=-0.298. (3) Drug 1: CC1C(C(CC(O1)OC2CC(CC3=C2C(=C4C(=C3O)C(=O)C5=C(C4=O)C(=CC=C5)OC)O)(C(=O)C)O)N)O.Cl. Drug 2: CC1=CC2C(CCC3(C2CCC3(C(=O)C)OC(=O)C)C)C4(C1=CC(=O)CC4)C. Cell line: UO-31. Synergy scores: CSS=13.1, Synergy_ZIP=-1.26, Synergy_Bliss=-1.20, Synergy_Loewe=-30.1, Synergy_HSA=-0.260. (4) Drug 1: CS(=O)(=O)CCNCC1=CC=C(O1)C2=CC3=C(C=C2)N=CN=C3NC4=CC(=C(C=C4)OCC5=CC(=CC=C5)F)Cl. Drug 2: C1C(C(OC1N2C=NC3=C2NC=NCC3O)CO)O. Cell line: M14. Synergy scores: CSS=5.39, Synergy_ZIP=-3.65, Synergy_Bliss=-1.22, Synergy_Loewe=1.39, Synergy_HSA=1.65. (5) Drug 1: CC1=C(C=C(C=C1)NC2=NC=CC(=N2)N(C)C3=CC4=NN(C(=C4C=C3)C)C)S(=O)(=O)N.Cl. Drug 2: C1CNP(=O)(OC1)N(CCCl)CCCl. Cell line: OVCAR-8. Synergy scores: CSS=-0.720, Synergy_ZIP=0.0236, Synergy_Bliss=-1.96, Synergy_Loewe=-3.92, Synergy_HSA=-2.64. (6) Drug 1: CS(=O)(=O)C1=CC(=C(C=C1)C(=O)NC2=CC(=C(C=C2)Cl)C3=CC=CC=N3)Cl. Drug 2: COCCOC1=C(C=C2C(=C1)C(=NC=N2)NC3=CC=CC(=C3)C#C)OCCOC.Cl. Cell line: SNB-75. Synergy scores: CSS=9.41, Synergy_ZIP=-1.32, Synergy_Bliss=3.75, Synergy_Loewe=-3.00, Synergy_HSA=1.68. (7) Drug 1: C1=NC2=C(N1)C(=S)N=C(N2)N. Drug 2: C1CN1P(=S)(N2CC2)N3CC3. Cell line: OVCAR-8. Synergy scores: CSS=36.9, Synergy_ZIP=-5.95, Synergy_Bliss=-3.54, Synergy_Loewe=-6.22, Synergy_HSA=-1.63.